From a dataset of Forward reaction prediction with 1.9M reactions from USPTO patents (1976-2016). Predict the product of the given reaction. The product is: [C:18]([C:20](=[CH:16][C:13]1[CH:14]=[C:15]2[C:10](=[CH:11][CH:12]=1)[NH:9][N:8]=[C:7]2[C:3]1[CH:2]=[N:1][CH:6]=[CH:5][CH:4]=1)[C:21]([NH2:23])=[O:22])#[N:19]. Given the reactants [N:1]1[CH:6]=[CH:5][CH:4]=[C:3]([C:7]2[C:15]3[C:10](=[CH:11][CH:12]=[C:13]([CH:16]=O)[CH:14]=3)[NH:9][N:8]=2)[CH:2]=1.[C:18]([CH2:20][C:21]([NH:23]C)=[O:22])#[N:19].C1CCN2C(=NCCC2)CC1, predict the reaction product.